Task: Predict the product of the given reaction.. Dataset: Forward reaction prediction with 1.9M reactions from USPTO patents (1976-2016) Given the reactants C([Li])CCC.Br.[CH2:7]([NH:9][C:10]1[C:15]([CH3:16])=[CH:14][CH:13]=[CH:12][C:11]=1[CH3:17])[CH3:8].[CH2:18]([N:20]([C:29]#[N:30])[C:21]1[C:26]([CH3:27])=[CH:25][CH:24]=[CH:23][C:22]=1[CH3:28])[CH3:19].C1COCC1, predict the reaction product. The product is: [CH3:17][C:11]1[CH:12]=[CH:13][CH:14]=[C:15]([CH3:16])[C:10]=1[N:9]([CH2:7][CH3:8])[C:29]([N:20]([C:21]1[C:26]([CH3:27])=[CH:25][CH:24]=[CH:23][C:22]=1[CH3:28])[CH2:18][CH3:19])=[NH:30].